This data is from Peptide-MHC class I binding affinity with 185,985 pairs from IEDB/IMGT. The task is: Regression. Given a peptide amino acid sequence and an MHC pseudo amino acid sequence, predict their binding affinity value. This is MHC class I binding data. (1) The peptide sequence is RSTLANGWY. The MHC is HLA-A03:01 with pseudo-sequence HLA-A03:01. The binding affinity (normalized) is 0.325. (2) The peptide sequence is MTACGRIVV. The MHC is HLA-A25:01 with pseudo-sequence HLA-A25:01. The binding affinity (normalized) is 0.0847. (3) The peptide sequence is LSEADVRAL. The MHC is HLA-A02:01 with pseudo-sequence HLA-A02:01. The binding affinity (normalized) is 0.0369. (4) The peptide sequence is FLILAKPKE. The MHC is HLA-A02:01 with pseudo-sequence HLA-A02:01. The binding affinity (normalized) is 0.0265. (5) The peptide sequence is KLTPLCVTL. The MHC is HLA-A02:03 with pseudo-sequence HLA-A02:03. The binding affinity (normalized) is 0.682. (6) The MHC is HLA-A03:01 with pseudo-sequence HLA-A03:01. The peptide sequence is YFYYNAFHWAI. The binding affinity (normalized) is 0.0847.